Dataset: Full USPTO retrosynthesis dataset with 1.9M reactions from patents (1976-2016). Task: Predict the reactants needed to synthesize the given product. Given the product [Cl:1][C:2]1[CH:7]=[C:6]([CH2:8][N:9]2[CH2:13][CH2:12][CH2:11][C@H:10]2[C:14]([N:16]2[C:25]3[C:20](=[CH:21][CH:22]=[CH:23][CH:24]=3)[N:19]([CH:26]3[CH2:28][CH2:27]3)[CH2:18][CH2:17]2)=[O:15])[C:5]([Cl:29])=[CH:4][C:3]=1[CH2:30][CH2:31][C:32]([OH:34])=[O:33], predict the reactants needed to synthesize it. The reactants are: [Cl:1][C:2]1[CH:7]=[C:6]([CH2:8][N:9]2[CH2:13][CH2:12][CH2:11][C@H:10]2[C:14]([N:16]2[C:25]3[C:20](=[CH:21][CH:22]=[CH:23][CH:24]=3)[N:19]([CH:26]3[CH2:28][CH2:27]3)[CH2:18][CH2:17]2)=[O:15])[C:5]([Cl:29])=[CH:4][C:3]=1[CH2:30][CH2:31][C:32]([O:34]C(C)(C)C)=[O:33].C[Si](Br)(C)C.